This data is from Experimentally validated miRNA-target interactions with 360,000+ pairs, plus equal number of negative samples. The task is: Binary Classification. Given a miRNA mature sequence and a target amino acid sequence, predict their likelihood of interaction. (1) The miRNA is hsa-miR-514b-5p with sequence UUCUCAAGAGGGAGGCAAUCAU. The protein sequence of the target gene is MAAPAGGGGSAVSVLAPNGRRHTVKVTPSTVLLQVLEDTCRRQDFNPSEYDLKFQRTVLDLSLQWRFANLPNNAKLEMVPVSRSREGPENIVRIAFQLDDGSRLQDAFCSRQTLWELLSHFAQTRERLQQLGEKTPVCVYMRNEVTGRAALQNTTLQSLGLTGGSATIRFVIKQCDTAGKQESIAVRSKAPGSPVSSLSADQASSSTLLPLNSGEFSRGDLNHEGDANTSGTGLEGGPKPTDAQTKQSTSEPASAPFVPFSGGGQRLGGPSASLRPLTSPSANSSKSFSGPGGPSKPKKP.... Result: 0 (no interaction). (2) The miRNA is hsa-miR-4271 with sequence GGGGGAAGAAAAGGUGGGG. The protein sequence of the target gene is MARGAEGGRGDAGWGLRGALAAVALLSALNAAGTVFALCQWRGLSSALRALEAQRGREQREDSALRSFLAELSRAPRGASAPPQDPASSARNKRSHSGEPAPHIRAESHDMLMMMTYSMVPIRVMVDLCNSTKGICLTGPSGPPGPPGAGGLPGHNGLDGQPGPQGPKGEKGANGKRGKMGIPGAAGNPGERGEKGDHGELGLQGNEGPPGQKGEKGDKGDVSNDVLLAGAKGDQGPPGPPGPPGPPGPPGPPGSRRAKGPRQPSMFNGQCPGETCAIPNDDTLVGKADEKASEHHSPQA.... Result: 0 (no interaction). (3) The protein sequence of the target gene is MEDVNSNVNADQEVRKLQELVKKLEKQNEQLRSRSGAVQGAGSLGPGSPVRAGASIPSSGAASPRGFPLGLSAKSGGGPGSGPRRTSSEELRDATSLLAAGEGGLLDEVEPLRPDELERLSGWEEEEESWLYSSPKKKLTPMQKSVSPLVWCRQVLDYPSPDVECAKKSLIHKLDQTMSALKRQNLYNNPFNSMSYTSPYSPNASSPYSSGFNSPSSTPVRPPIVKQLILPGNSGNLKSSDRNPPLSPQSSIDSELSASELDEDSIGSNYKLNDVTDVQILARMQEESLRQEYAATTSRR.... The miRNA is hsa-miR-520d-3p with sequence AAAGUGCUUCUCUUUGGUGGGU. Result: 1 (interaction). (4) The miRNA is hsa-miR-4639-3p with sequence UCACUCUCACCUUGCUUUGC. The protein sequence of the target gene is MAAAAVGAGHGAGGPGAASSSGGAREGARVAALCLLWYALSAGGNVVNKVILSAFPFPVTVSLCHILALCAGLPPLLRAWRVPPAPPVSGPGPSPHPSSGPLLPPRFYPRYVLPLAFGKYFASVSAHVSIWKVPVSYAHTVKATMPIWVVLLSRIIMKEKQSTKVYLSLIPIISGVLLATVTELSFDMWGLVSALAATLCFSLQNIFSKKVLRDSRIHHLRLLNILGCHAVFFMIPTWVLVDLSAFLVSSDLTYVYQWPWTLLLLAVSGFCNFAQNVIAFSILNLVSPLSYSVANATKRI.... Result: 1 (interaction). (5) The miRNA is hsa-miR-6831-3p with sequence UGACUAACUCCCACUCUACAG. The protein sequence of the target gene is MDELQDVQLTEIKPLLNDKNGTRNFQDFDCQEHDIETPHGMVHVTIRGLPKGNRPVILTYHDIGLNHKSCFNTFFNFEDMQEITQHFAVCHVDAPGQQEAAPSFPTGYQYPTMDELAEMLPPVLTHLSMKSIIGIGVGAGAYILSRFALNHPELVEGLVLINIDPCAKGWIDWAASKLSGFTTNIVDIILAHHFGQEELQANLDLIQTYRLHIAQDINQENLQLFLGSYNGRRDLEIERPILGQNDNRLKTLKCSTLLVVGDNSPAVEAVVECNSRLDPINTTLLKMADCGGLPQVVQPG.... Result: 0 (no interaction). (6) The miRNA is hsa-miR-411-5p with sequence UAGUAGACCGUAUAGCGUACG. The protein sequence of the target gene is MALVFSALLLLGLCGKISSEGQPAFHNTPGAMNYELPTTKYETQDTFNAGIVGPLYKMVHIFLSVVQPNDFPLDLIKKLIQNKKFDISVDSKEPEIIVLALKIALYEIGVLICAILGLLFIILMPLVGCFFCMCRCCNKCGGEMHQRQKQNAPCRRKCLGLSLLVICLLMSLGIIYGFVANQQTRTRIKGTQKLAKSNFRDFQTLLTETPKQIDYVVEQYTNTKNKAFSDLDGIGSVLGGRIKDQLKPKVTPVLEEIKAMATAIKQTKDALQNMSSSLKSLQDAATQLNTNLSSVRNSIE.... Result: 0 (no interaction). (7) The miRNA is hsa-miR-376c-3p with sequence AACAUAGAGGAAAUUCCACGU. The protein sequence of the target gene is MEPEEERIRYSQRLRGTMRRRYEDDGISDDEIEGKRTFDLEEKLQTNKYNANFVTFMEGKDFNVEYIQRGGLRDPLIFKNSDGLGIKMPDPDFTVNDVKMCVGSRRMVDVMDVNTQKGIEMTMAQWTRYYETPEEEREKLYNVISLEFSHTRLENMVQWPSTVDFIDWVDNMWPRHLKESQTESTNAILEMQYPKVQKYCLISVRGCYTDFHVDFGGTSVWYHIHQGGKVFWLIPPTAHNLELYENWLLSGKQGDIFLGDRVSDCQRIELKQGYTFVIPSGWIHAVYTPTDTLVFGGNFL.... Result: 0 (no interaction).